This data is from Forward reaction prediction with 1.9M reactions from USPTO patents (1976-2016). The task is: Predict the product of the given reaction. (1) Given the reactants [F:1][C:2]1[C:3]([O:47][CH2:48][O:49][CH2:50][CH2:51][Si:52]([CH3:55])([CH3:54])[CH3:53])=[CH:4][C:5]([CH2:42][C:43]([F:46])([F:45])[F:44])=[C:6]([C:8]2[N:13]=[C:12]([NH:14][CH2:15][C:16]3[CH:21]=[C:20]([O:22][CH3:23])[CH:19]=[CH:18][C:17]=3[N:24]([CH3:29])[S:25]([CH3:28])(=[O:27])=[O:26])[C:11]3[C:30](I)=[N:31][N:32]([CH2:33][O:34][CH2:35][CH2:36][Si:37]([CH3:40])([CH3:39])[CH3:38])[C:10]=3[CH:9]=2)[CH:7]=1.C1CCN2C(=NCCC2)CC1.CC[O:69][C:70](C)=[O:71], predict the reaction product. The product is: [F:1][C:2]1[C:3]([O:47][CH2:48][O:49][CH2:50][CH2:51][Si:52]([CH3:55])([CH3:54])[CH3:53])=[CH:4][C:5]([CH2:42][C:43]([F:46])([F:45])[F:44])=[C:6]([C:8]2[N:13]=[C:12]([NH:14][CH2:15][C:16]3[CH:21]=[C:20]([O:22][CH3:23])[CH:19]=[CH:18][C:17]=3[N:24]([CH3:29])[S:25]([CH3:28])(=[O:27])=[O:26])[C:11]3[C:30]([C:70]([OH:71])=[O:69])=[N:31][N:32]([CH2:33][O:34][CH2:35][CH2:36][Si:37]([CH3:40])([CH3:39])[CH3:38])[C:10]=3[CH:9]=2)[CH:7]=1. (2) Given the reactants [C:1]([CH2:3][CH2:4][O:5][C:6]([CH:8]=[C:9]1[CH2:14][CH2:13][N:12]([C:15]([O:17][C:18]([CH3:21])([CH3:20])[CH3:19])=[O:16])[CH2:11][CH2:10]1)=[O:7])#[N:2].[CH2:22]([Mg]Br)[CH:23]([CH3:25])[CH3:24], predict the reaction product. The product is: [C:1]([CH2:3][CH2:4][O:5][C:6]([CH2:8][C:9]1([CH2:22][CH:23]([CH3:25])[CH3:24])[CH2:10][CH2:11][N:12]([C:15]([O:17][C:18]([CH3:21])([CH3:20])[CH3:19])=[O:16])[CH2:13][CH2:14]1)=[O:7])#[N:2]. (3) Given the reactants [F:1][C:2]1[CH:10]=[CH:9][C:8]([CH3:11])=[C:7]2[C:3]=1[C:4](=[O:13])C(=O)[NH:6]2.[OH:14]O, predict the reaction product. The product is: [NH2:6][C:7]1[C:8]([CH3:11])=[CH:9][CH:10]=[C:2]([F:1])[C:3]=1[C:4]([OH:13])=[O:14]. (4) Given the reactants [CH3:1][C:2]1([CH3:43])[N:6]([CH2:7][CH2:8][CH2:9][CH2:10][CH2:11][CH2:12][CH2:13][CH2:14][CH2:15][S:16]([CH2:18][CH2:19][CH2:20][C:21]([F:27])([F:26])C(F)(F)F)=[O:17])[C:5](=[O:28])[N:4]([C:29]2[CH:34]=[CH:33][C:32]([N+:35]([O-:37])=[O:36])=[C:31]([C:38]([F:41])([F:40])[F:39])[CH:30]=2)[C:3]1=[O:42].CC1(C)N(CCCCCCCCCSCCCC(F)(F)[F:64])C(=O)N(C2C=CC([N+]([O-])=O)=C(C(F)(F)F)C=2)C1=O, predict the reaction product. The product is: [CH3:43][C:2]1([CH3:1])[N:6]([CH2:7][CH2:8][CH2:9][CH2:10][CH2:11][CH2:12][CH2:13][CH2:14][CH2:15][S:16]([CH2:18][CH2:19][CH2:20][C:21]([F:27])([F:64])[F:26])=[O:17])[C:5](=[O:28])[N:4]([C:29]2[CH:34]=[CH:33][C:32]([N+:35]([O-:37])=[O:36])=[C:31]([C:38]([F:40])([F:41])[F:39])[CH:30]=2)[C:3]1=[O:42]. (5) Given the reactants [OH:1][CH2:2][C:3]1[CH:12]=[CH:11][CH:10]=[C:9]2[C:4]=1[C:5](=[O:23])[N:6]([C:14]1[CH:15]=[C:16]([CH:20]=[CH:21][CH:22]=1)[C:17]([OH:19])=O)[C:7](=[O:13])[NH:8]2.[CH2:24]([NH:26][C:27]1[CH:32]=[CH:31][CH:30]=[CH:29][CH:28]=1)[CH3:25].CN1C=CN=C1.Cl.N=C=N, predict the reaction product. The product is: [CH2:24]([N:26]([C:27]1[CH:32]=[CH:31][CH:30]=[CH:29][CH:28]=1)[C:17](=[O:19])[C:16]1[CH:20]=[CH:21][CH:22]=[C:14]([N:6]2[C:5](=[O:23])[C:4]3[C:9](=[CH:10][CH:11]=[CH:12][C:3]=3[CH2:2][OH:1])[NH:8][C:7]2=[O:13])[CH:15]=1)[CH3:25]. (6) Given the reactants [F:1][C:2]1[CH:7]=[CH:6][CH:5]=[C:4](I)[C:3]=1[C:9]1[C:13]([C:14]([O:16][CH2:17][CH3:18])=[O:15])=[C:12]([CH3:19])[O:11][N:10]=1.C[CH2:21][N:22](CC)CC.[Si](C#N)(C)(C)C, predict the reaction product. The product is: [CH2:17]([O:16][C:14]([C:13]1[C:9]([C:3]2[C:2]([F:1])=[CH:7][CH:6]=[CH:5][C:4]=2[C:21]#[N:22])=[N:10][O:11][C:12]=1[CH3:19])=[O:15])[CH3:18]. (7) Given the reactants [O:1]1[C:6]2[CH:7]=[C:8]([O:11][C:12]3[CH:21]=[CH:20][N:19]=[C:18]4[C:13]=3[C:14]3[CH:26]=[CH:25][CH:24]=[CH:23][C:15]=3[C:16](=[O:22])[NH:17]4)[CH:9]=[CH:10][C:5]=2[NH:4][CH2:3][CH2:2]1.[N:27]([C:30]1[CH:35]=[CH:34][CH:33]=[C:32]([C:36]([F:39])([F:38])[F:37])[CH:31]=1)=[C:28]=[O:29], predict the reaction product. The product is: [F:37][C:36]([F:38])([F:39])[C:32]1[CH:31]=[C:30]([NH:27][C:28]([N:4]2[C:5]3[CH:10]=[CH:9][C:8]([O:11][C:12]4[CH:21]=[CH:20][N:19]=[C:18]5[C:13]=4[C:14]4[CH:26]=[CH:25][CH:24]=[CH:23][C:15]=4[C:16](=[O:22])[NH:17]5)=[CH:7][C:6]=3[O:1][CH2:2][CH2:3]2)=[O:29])[CH:35]=[CH:34][CH:33]=1. (8) Given the reactants [CH3:1][C:2]1[S:6][C:5]2[NH:7][C:8]3[CH:9]=[CH:10][CH:11]=[CH:12][C:13]=3[N:14]=[C:15]([N:16]3[CH2:21][CH2:20][N:19]([CH3:22])[CH2:18][CH2:17]3)[C:4]=2[CH:3]=1.[I-:23].[Na+].[P:25]([O:37][CH2:38]Cl)([O:32][C:33]([CH3:36])([CH3:35])[CH3:34])([O:27][C:28]([CH3:31])([CH3:30])[CH3:29])=[O:26], predict the reaction product. The product is: [I-:23].[C:28]([O:27][P:25]([O:37][CH2:38][N+:19]1([CH3:22])[CH2:20][CH2:21][N:16]([C:15]2[C:4]3[CH:3]=[C:2]([CH3:1])[S:6][C:5]=3[NH:7][C:8]3[CH:9]=[CH:10][CH:11]=[CH:12][C:13]=3[N:14]=2)[CH2:17][CH2:18]1)([O:32][C:33]([CH3:36])([CH3:35])[CH3:34])=[O:26])([CH3:31])([CH3:30])[CH3:29]. (9) Given the reactants [F:1][C:2]1[CH:3]=[C:4]([C:8]2[CH:12]=[C:11]([C:13]([F:16])([F:15])[F:14])[O:10][N:9]=2)[CH:5]=[CH:6][CH:7]=1.C1(C2[C:27](C3N=CN(C4C=CC=CC=4)C=3)=[C:26](C(F)(F)F)[O:25]N=2)C=CC=CC=1, predict the reaction product. The product is: [F:1][C:2]1[CH:3]=[C:4]([C:8]2[C:12]([C:26](=[O:25])[CH3:27])=[C:11]([C:13]([F:14])([F:15])[F:16])[O:10][N:9]=2)[CH:5]=[CH:6][CH:7]=1. (10) Given the reactants [CH3:1][O:2][C:3](=[O:12])[C:4]1[CH:9]=[C:8]([Cl:10])[N:7]=[C:6](Cl)[CH:5]=1.C1(P(C2C=CC=CC=2)C2C=CC3C(=CC=CC=3)C=2C2C3C(=CC=CC=3)C=CC=2P(C2C=CC=CC=2)C2C=CC=CC=2)C=CC=CC=1.C(=O)([O-])[O-].[Cs+].[Cs+].[CH2:65]([SH:68])[CH2:66][CH3:67], predict the reaction product. The product is: [CH3:1][O:2][C:3](=[O:12])[C:4]1[CH:5]=[C:6]([S:68][CH2:65][CH2:66][CH3:67])[N:7]=[C:8]([Cl:10])[CH:9]=1.